Dataset: Retrosynthesis with 50K atom-mapped reactions and 10 reaction types from USPTO. Task: Predict the reactants needed to synthesize the given product. (1) Given the product Nc1nccc(-c2ccc3c(c2)CCN3)n1, predict the reactants needed to synthesize it. The reactants are: CC(=O)N1CCc2cc(-c3ccnc(N)n3)ccc21. (2) Given the product COC(=O)c1cc(N)c(C#N)s1, predict the reactants needed to synthesize it. The reactants are: COC(=O)c1cc([N+](=O)[O-])c(C#N)s1. (3) Given the product CC(C)(C)OC(=O)N1CCC(n2cc(Nc3ncc(C(F)(F)F)c(CCc4ccccc4C4(C(N)=O)CC4)n3)cn2)CC1, predict the reactants needed to synthesize it. The reactants are: CC(C)(C)OC(=O)N1CCC(n2cc(Nc3ncc(C(F)(F)F)c(C#Cc4ccccc4C4(C(N)=O)CC4)n3)cn2)CC1. (4) Given the product COCCOC(=O)NC[C@H]1C[C@@H](n2cc(-c3cccc(OCc4ccccc4)c3)c3c(N)ncnc32)C1, predict the reactants needed to synthesize it. The reactants are: COCCOC(=O)Cl.NC[C@H]1C[C@@H](n2cc(-c3cccc(OCc4ccccc4)c3)c3c(N)ncnc32)C1.